This data is from Reaction yield outcomes from USPTO patents with 853,638 reactions. The task is: Predict the reaction yield, written as a fraction of the theoretical maximum amount of product (1.0 means a 100% yield; for example, 0.34 means a 34% yield). (1) The yield is 0.450. The reactants are [F:1][C:2]1[CH:3]=[C:4]([CH2:8][C:9]([OH:11])=O)[CH:5]=[CH:6][CH:7]=1.C(Cl)(=O)C(Cl)=O.[F:18][C:19]1[CH:24]=[CH:23][C:22]([O:25]C)=[CH:21][CH:20]=1.[Al+3].[Cl-].[Cl-].[Cl-]. The catalyst is ClCCl.CN(C=O)C. The product is [F:18][C:19]1[CH:20]=[CH:21][C:22]([OH:25])=[C:23]([C:9](=[O:11])[CH2:8][C:4]2[CH:5]=[CH:6][CH:7]=[C:2]([F:1])[CH:3]=2)[CH:24]=1. (2) The reactants are Br[CH2:2][C:3]1[CH:8]=[CH:7][C:6]([C:9]2[C:10]3[NH:14][C:13]([C:15]([C:51]4[C:56]([CH3:57])=[CH:55][C:54]([CH3:58])=[CH:53][C:52]=4[CH3:59])=[C:16]4[N:50]=[C:19]([C:20]([C:41]5[C:46]([CH3:47])=[CH:45][C:44]([CH3:48])=[CH:43][C:42]=5[CH3:49])=[C:21]5[NH:40][C:24](=[C:25]([C:31]6[C:36]([CH3:37])=[CH:35][C:34]([CH3:38])=[CH:33][C:32]=6[CH3:39])[C:26]6[CH:27]=[CH:28][C:29]=2[N:30]=6)[CH:23]=[CH:22]5)[CH:18]=[CH:17]4)=[CH:12][CH:11]=3)=[CH:5][CH:4]=1.C1(C)C=CC=CC=1.[CH3:67][O:68][P:69]([O:72]C)[O:70][CH3:71]. No catalyst specified. The product is [CH3:67][O:68][P:69]([CH2:2][C:3]1[CH:8]=[CH:7][C:6]([C:9]2[C:10]3[NH:14][C:13]([C:15]([C:51]4[C:56]([CH3:57])=[CH:55][C:54]([CH3:58])=[CH:53][C:52]=4[CH3:59])=[C:16]4[N:50]=[C:19]([C:20]([C:41]5[C:46]([CH3:47])=[CH:45][C:44]([CH3:48])=[CH:43][C:42]=5[CH3:49])=[C:21]5[NH:40][C:24](=[C:25]([C:31]6[C:36]([CH3:37])=[CH:35][C:34]([CH3:38])=[CH:33][C:32]=6[CH3:39])[C:26]6[CH:27]=[CH:28][C:29]=2[N:30]=6)[CH:23]=[CH:22]5)[CH:18]=[CH:17]4)=[CH:12][CH:11]=3)=[CH:5][CH:4]=1)([O:70][CH3:71])=[O:72]. The yield is 0.790. (3) The reactants are C(NC(C)C)(C)C.C([Li])CCC.C([N-]C(C)C)(C)C.[Li+].[Cl:21][C:22]1[N:29]=[C:28]([Cl:30])[C:27]([F:31])=[CH:26][C:23]=1[C:24]#[N:25].[I:32]I.[O-]S([O-])(=S)=O.[Na+].[Na+]. The catalyst is C1COCC1. The product is [Cl:21][C:22]1[N:29]=[C:28]([Cl:30])[C:27]([F:31])=[C:26]([I:32])[C:23]=1[C:24]#[N:25]. The yield is 0.870. (4) The reactants are [C:1]1([CH:7]([C:29]2[CH:34]=[CH:33][CH:32]=[CH:31][CH:30]=2)[N:8]2[C:16]3[C:11](=[CH:12][CH:13]=[CH:14][CH:15]=3)[C:10](O)([C:17]3[CH:22]=[C:21]([CH3:23])[C:20]([O:24][CH3:25])=[CH:19][C:18]=3[OH:26])[C:9]2=[O:28])[CH:6]=[CH:5][CH:4]=[CH:3][CH:2]=1.C([SiH](CC)CC)C.FC(F)(F)C(O)=O. No catalyst specified. The product is [C:29]1([CH:7]([C:1]2[CH:6]=[CH:5][CH:4]=[CH:3][CH:2]=2)[N:8]2[C:16]3[C:11](=[CH:12][CH:13]=[CH:14][CH:15]=3)[CH:10]([C:17]3[CH:22]=[C:21]([CH3:23])[C:20]([O:24][CH3:25])=[CH:19][C:18]=3[OH:26])[C:9]2=[O:28])[CH:30]=[CH:31][CH:32]=[CH:33][CH:34]=1. The yield is 0.740. (5) The reactants are [Br:1][C:2]1[CH:3]=[C:4]([CH:8]=[O:9])[CH:5]=[N:6][CH:7]=1.[BH4-].[Na+]. The catalyst is CO. The product is [Br:1][C:2]1[CH:3]=[C:4]([CH2:8][OH:9])[CH:5]=[N:6][CH:7]=1. The yield is 0.900. (6) The reactants are [C:1]([C:3]1[CH:8]=[CH:7][CH:6]=[CH:5][CH:4]=1)#[CH:2].C(N(CC)CC)C.Br[C:17]1[CH:38]=[CH:37][C:20]([C:21]([NH:23][S:24]([C:27]2[CH:32]=[CH:31][CH:30]=[CH:29][C:28]=2[S:33](=[O:36])(=[O:35])[NH2:34])(=[O:26])=[O:25])=[O:22])=[CH:19][C:18]=1[O:39][CH2:40][CH:41]([F:43])[F:42]. The catalyst is CN(C)C=O.C1C=CC([P]([Pd]([P](C2C=CC=CC=2)(C2C=CC=CC=2)C2C=CC=CC=2)([P](C2C=CC=CC=2)(C2C=CC=CC=2)C2C=CC=CC=2)[P](C2C=CC=CC=2)(C2C=CC=CC=2)C2C=CC=CC=2)(C2C=CC=CC=2)C2C=CC=CC=2)=CC=1.[Cu]I. The product is [F:42][CH:41]([F:43])[CH2:40][O:39][C:18]1[CH:19]=[C:20]([CH:37]=[CH:38][C:17]=1[C:2]#[C:1][C:3]1[CH:8]=[CH:7][CH:6]=[CH:5][CH:4]=1)[C:21]([NH:23][S:24]([C:27]1[CH:32]=[CH:31][CH:30]=[CH:29][C:28]=1[S:33](=[O:36])(=[O:35])[NH2:34])(=[O:26])=[O:25])=[O:22]. The yield is 0.300. (7) The reactants are Cl[C:2]1[C:7]([C:8]([F:11])([F:10])[F:9])=[CH:6][N:5]=[C:4]([NH:12][C:13]2[CH:18]=[CH:17][C:16]([P:19]([CH3:22])([CH3:21])=[O:20])=[CH:15][CH:14]=2)[N:3]=1.C([N:25]([CH2:28][CH3:29])CC)C.Cl.N[C@H:32]1CC[O:34][CH2:33]1. The product is [CH3:21][P:19]([C:16]1[CH:17]=[CH:18][C:13]([NH:12][C:4]2[N:3]=[C:2]([NH:25][CH:28]3[CH2:29][CH2:32][CH2:33][O:34]3)[C:7]([C:8]([F:11])([F:10])[F:9])=[CH:6][N:5]=2)=[CH:14][CH:15]=1)([CH3:22])=[O:20]. The yield is 0.590. The catalyst is C(O)C. (8) The reactants are [NH2:1][C:2]1[C:3]([C:18]([NH:20][C:21]2[C:26]([N:27]3[CH2:32][CH2:31][CH:30]([NH:33]C(=O)OC(C)(C)C)[CH2:29][CH2:28]3)=[CH:25][CH:24]=[CH:23][N:22]=2)=[O:19])=[N:4][C:5]([C:8]2[C:13]([C:14]([F:17])([F:16])[F:15])=[CH:12][CH:11]=[CH:10][N:9]=2)=[CH:6][N:7]=1.FC(F)(F)C(O)=O. The catalyst is ClCCl. The product is [NH2:1][C:2]1[C:3]([C:18]([NH:20][C:21]2[C:26]([N:27]3[CH2:28][CH2:29][CH:30]([NH2:33])[CH2:31][CH2:32]3)=[CH:25][CH:24]=[CH:23][N:22]=2)=[O:19])=[N:4][C:5]([C:8]2[C:13]([C:14]([F:16])([F:15])[F:17])=[CH:12][CH:11]=[CH:10][N:9]=2)=[CH:6][N:7]=1. The yield is 0.950. (9) The reactants are C([O:5][C:6]([C:8]1[CH:9]=[N:10][N:11]([C:14]2[CH:19]=[CH:18][C:17]([F:20])=[C:16]([Cl:21])[CH:15]=2)[C:12]=1[CH3:13])=[O:7])(C)(C)C.Cl.O1CCOCC1. No catalyst specified. The product is [Cl:21][C:16]1[CH:15]=[C:14]([N:11]2[C:12]([CH3:13])=[C:8]([C:6]([OH:7])=[O:5])[CH:9]=[N:10]2)[CH:19]=[CH:18][C:17]=1[F:20]. The yield is 0.310.